From a dataset of Reaction yield outcomes from USPTO patents with 853,638 reactions. Predict the reaction yield, written as a fraction of the theoretical maximum amount of product (1.0 means a 100% yield; for example, 0.34 means a 34% yield). (1) The reactants are [H-].[Al+3].[Li+].[H-].[H-].[H-].[CH3:7][C:8]([CH2:15][CH2:16][CH2:17][CH:18]([CH3:30])[CH2:19][CH2:20][CH2:21][CH:22]([CH3:29])[CH2:23][CH2:24][CH2:25][CH:26]([CH3:28])[CH3:27])=[CH:9][CH2:10][C:11](OC)=[O:12].S([O-])([O-])(=O)=O.[Na+].[Na+]. The catalyst is O1CCCC1. The product is [CH3:7][C:8]([CH2:15][CH2:16][CH2:17][CH:18]([CH3:30])[CH2:19][CH2:20][CH2:21][CH:22]([CH3:29])[CH2:23][CH2:24][CH2:25][CH:26]([CH3:28])[CH3:27])=[CH:9][CH2:10][CH2:11][OH:12]. The yield is 0.920. (2) The yield is 0.660. The reactants are [Cl:1][C:2]1[CH:7]=[C:6]([C:8]([F:11])([F:10])[F:9])[CH:5]=[C:4]([Cl:12])[C:3]=1[NH:13][S:14]([NH:17][CH2:18][C:19]([O:21][CH2:22][CH3:23])=[O:20])(=[O:16])=[O:15].[CH3:24][CH:25]([CH2:28]O)[CH2:26]O.C1(P(C2C=CC=CC=2)C2C=CC=CC=2)C=CC=CC=1.CC(OC(/N=N/C(OC(C)C)=O)=O)C. The product is [Cl:1][C:2]1[CH:7]=[C:6]([C:8]([F:10])([F:9])[F:11])[CH:5]=[C:4]([Cl:12])[C:3]=1[N:13]1[S:14](=[O:15])(=[O:16])[N:17]([CH2:18][C:19]([O:21][CH2:22][CH3:23])=[O:20])[CH2:26][CH:25]([CH3:28])[CH2:24]1. The catalyst is C1COCC1. (3) The reactants are O.Cl.[NH:3]1[CH2:8][CH2:7][C:6](=[O:9])[CH2:5][CH2:4]1.C(N(CC)CC)C.[F:17][C:18]([F:29])([F:28])[C:19](O[C:19](=[O:20])[C:18]([F:29])([F:28])[F:17])=[O:20].O. The catalyst is ClCCl. The product is [F:17][C:18]([F:29])([F:28])[C:19]([N:3]1[CH2:8][CH2:7][C:6](=[O:9])[CH2:5][CH2:4]1)=[O:20]. The yield is 1.00. (4) The reactants are [CH2:1]([N:8]1[CH2:12][CH2:11][CH:10]([C@@H:13]2[CH2:15][C@@H:14]2[C:16]([O:18][C:19]([CH3:22])([CH3:21])[CH3:20])=[O:17])[C:9]1=S)[C:2]1[CH:7]=[CH:6][CH:5]=[CH:4][CH:3]=1. The catalyst is [Ni].C(O)C. The product is [CH2:1]([N:8]1[CH2:12][CH2:11][CH:10]([C@@H:13]2[CH2:15][C@@H:14]2[C:16]([O:18][C:19]([CH3:22])([CH3:21])[CH3:20])=[O:17])[CH2:9]1)[C:2]1[CH:3]=[CH:4][CH:5]=[CH:6][CH:7]=1. The yield is 0.858. (5) The reactants are [NH2:1][C:2]1[CH:14]=[CH:13][C:12](Br)=[CH:11][C:3]=1[C:4]([N:6]([CH2:9][CH3:10])[CH2:7][CH3:8])=[O:5].CC1(C)C(C)(C)OB([C:24]2[CH:25]=[N:26][N:27]([CH2:29][CH2:30][CH2:31][OH:32])[CH:28]=2)O1.ClCCl.C(=O)([O-])[O-].[K+].[K+].O1CCOCC1.O. No catalyst specified. The product is [NH2:1][C:2]1[CH:14]=[CH:13][C:12]([C:24]2[CH:25]=[N:26][N:27]([CH2:29][CH2:30][CH2:31][OH:32])[CH:28]=2)=[CH:11][C:3]=1[C:4]([N:6]([CH2:9][CH3:10])[CH2:7][CH3:8])=[O:5]. The yield is 0.520.